This data is from Peptide-MHC class I binding affinity with 185,985 pairs from IEDB/IMGT. The task is: Regression. Given a peptide amino acid sequence and an MHC pseudo amino acid sequence, predict their binding affinity value. This is MHC class I binding data. (1) The peptide sequence is LAMSPRTSI. The MHC is H-2-Db with pseudo-sequence H-2-Db. The binding affinity (normalized) is 0.0766. (2) The peptide sequence is LLPYPIAGC. The MHC is HLA-B40:01 with pseudo-sequence HLA-B40:01. The binding affinity (normalized) is 0.0847.